From a dataset of Full USPTO retrosynthesis dataset with 1.9M reactions from patents (1976-2016). Predict the reactants needed to synthesize the given product. (1) Given the product [C:1]([O:5][C:6](=[O:35])[N:7]([CH2:24][CH2:25][CH2:26][NH:27][C:28]([O:30][C:31]([CH3:34])([CH3:33])[CH3:32])=[O:29])[CH2:8][C:9]1[CH:10]=[CH:11][C:12]([C:37]2[C:38](=[O:50])[N:39]=[C:40]3[NH:45][C:44]4[CH:46]=[CH:47][CH:48]=[CH:49][C:43]=4[N:41]3[CH:42]=2)=[CH:13][CH:14]=1)([CH3:3])([CH3:4])[CH3:2], predict the reactants needed to synthesize it. The reactants are: [C:1]([O:5][C:6](=[O:35])[N:7]([CH2:24][CH2:25][CH2:26][NH:27][C:28]([O:30][C:31]([CH3:34])([CH3:33])[CH3:32])=[O:29])[CH2:8][C:9]1[CH:14]=[CH:13][C:12](B2OC(C)(C)C(C)(C)O2)=[CH:11][CH:10]=1)([CH3:4])([CH3:3])[CH3:2].I[C:37]1[C:38](=[O:50])[N:39]=[C:40]2[NH:45][C:44]3[CH:46]=[CH:47][CH:48]=[CH:49][C:43]=3[N:41]2[CH:42]=1.C(O)C.O1CCOCC1. (2) The reactants are: [CH:1]1([C:4]([NH:6][C:7]2[CH:12]=[CH:11][CH:10]=[CH:9][C:8]=2[CH:13]2[C:22]([CH3:24])([CH3:23])[CH2:21][C:20]3[C:15](=[CH:16][CH:17]=[C:18]([C:25]([O:27]C)=[O:26])[CH:19]=3)[NH:14]2)=[O:5])[CH2:3][CH2:2]1.[OH-].[Na+]. Given the product [CH:1]1([C:4]([NH:6][C:7]2[CH:12]=[CH:11][CH:10]=[CH:9][C:8]=2[CH:13]2[C:22]([CH3:24])([CH3:23])[CH2:21][C:20]3[C:15](=[CH:16][CH:17]=[C:18]([C:25]([OH:27])=[O:26])[CH:19]=3)[NH:14]2)=[O:5])[CH2:2][CH2:3]1, predict the reactants needed to synthesize it. (3) Given the product [N+:8]([C:5]1[CH:6]=[CH:7][C:2]([N:17]2[CH:21]=[CH:20][N:19]=[C:18]2[C:22]2[CH:27]=[CH:26][N:25]=[CH:24][CH:23]=2)=[CH:3][CH:4]=1)([O-:10])=[O:9], predict the reactants needed to synthesize it. The reactants are: F[C:2]1[CH:7]=[CH:6][C:5]([N+:8]([O-:10])=[O:9])=[CH:4][CH:3]=1.C([O-])([O-])=O.[K+].[K+].[NH:17]1[CH:21]=[CH:20][N:19]=[C:18]1[C:22]1[CH:27]=[CH:26][N:25]=[CH:24][CH:23]=1.CCOC(C)=O. (4) Given the product [O:1]=[C:2]1[C:6]2([CH2:7][CH2:8][N:9]([CH2:12][CH2:13][CH2:14][N:15]3[C:19]4[CH:20]=[CH:21][CH:22]=[CH:23][C:18]=4[NH:17][C:16]3=[O:24])[CH2:10][CH2:11]2)[N:5]([C:25]2[CH:26]=[CH:27][CH:28]=[CH:29][CH:30]=2)[CH2:4][N:3]1[CH:31]([C:39]1[CH:40]=[CH:41][CH:42]=[CH:43][CH:44]=1)[CH2:32][CH2:33][CH2:34][C:35]([OH:37])=[O:36], predict the reactants needed to synthesize it. The reactants are: [O:1]=[C:2]1[C:6]2([CH2:11][CH2:10][N:9]([CH2:12][CH2:13][CH2:14][N:15]3[C:19]4[CH:20]=[CH:21][CH:22]=[CH:23][C:18]=4[NH:17][C:16]3=[O:24])[CH2:8][CH2:7]2)[N:5]([C:25]2[CH:30]=[CH:29][CH:28]=[CH:27][CH:26]=2)[CH2:4][N:3]1[CH:31]([C:39]1[CH:44]=[CH:43][CH:42]=[CH:41][CH:40]=1)[CH2:32][CH2:33][CH2:34][C:35]([O:37]C)=[O:36].O.[OH-].[Li+]. (5) The reactants are: [NH2:1][C:2]1[N:7]=[CH:6][N:5]=[C:4]2[N:8]([C@@H:25]3[CH2:30][CH2:29][CH2:28][N:27]([C:31](=[O:35])[CH2:32][C:33]#[N:34])[CH2:26]3)[N:9]=[C:10]([C:11]3[CH:16]=[CH:15][C:14]([O:17][C:18]4[CH:23]=[CH:22][CH:21]=[CH:20][CH:19]=4)=[CH:13][C:12]=3[F:24])[C:3]=12.[CH:36]1([CH:39]=O)[CH2:38][CH2:37]1.N1CCCCC1.ClCCl. Given the product [NH2:1][C:2]1[N:7]=[CH:6][N:5]=[C:4]2[N:8]([C@@H:25]3[CH2:30][CH2:29][CH2:28][N:27]([C:31]([C:32](=[CH:39][CH:36]4[CH2:38][CH2:37]4)[C:33]#[N:34])=[O:35])[CH2:26]3)[N:9]=[C:10]([C:11]3[CH:16]=[CH:15][C:14]([O:17][C:18]4[CH:19]=[CH:20][CH:21]=[CH:22][CH:23]=4)=[CH:13][C:12]=3[F:24])[C:3]=12, predict the reactants needed to synthesize it. (6) The reactants are: [CH:1]1([C:7](Cl)=[O:8])[CH2:6][CH2:5][CH2:4][CH2:3][CH2:2]1.[CH3:10][O:11][C:12]1[CH:17]=[CH:16][CH:15]=[CH:14][C:13]=1[N:18]1[CH2:23][CH2:22][N:21]([CH2:24][CH:25]2[CH2:30][CH2:29][CH2:28][NH:27][CH2:26]2)[CH2:20][CH2:19]1.C(N(CC)CC)C. Given the product [CH:1]1([C:7]([N:27]2[CH2:28][CH2:29][CH2:30][CH:25]([CH2:24][N:21]3[CH2:22][CH2:23][N:18]([C:13]4[CH:14]=[CH:15][CH:16]=[CH:17][C:12]=4[O:11][CH3:10])[CH2:19][CH2:20]3)[CH2:26]2)=[O:8])[CH2:6][CH2:5][CH2:4][CH2:3][CH2:2]1, predict the reactants needed to synthesize it. (7) The reactants are: [CH:1]1([C:7]2[C:8]3[CH:9]=[CH:10][C:11]([C:34]([O:36]C)=[O:35])=[CH:12][C:13]=3[N:14]3[CH2:21][CH2:20][N:19]([CH2:22][CH2:23][N:24]4[CH2:29][CH2:28][O:27][CH2:26][CH2:25]4)[CH2:18][C:17]4[CH:30]=[CH:31][CH:32]=[CH:33][C:16]=4[C:15]=23)[CH2:6][CH2:5][CH2:4][CH2:3][CH2:2]1. Given the product [CH:1]1([C:7]2[C:8]3[CH:9]=[CH:10][C:11]([C:34]([OH:36])=[O:35])=[CH:12][C:13]=3[N:14]3[CH2:21][CH2:20][N:19]([CH2:22][CH2:23][N:24]4[CH2:29][CH2:28][O:27][CH2:26][CH2:25]4)[CH2:18][C:17]4[CH:30]=[CH:31][CH:32]=[CH:33][C:16]=4[C:15]=23)[CH2:6][CH2:5][CH2:4][CH2:3][CH2:2]1, predict the reactants needed to synthesize it. (8) Given the product [CH3:1][O:2][C:3](=[O:21])[CH2:4][CH:5]1[C:9](=[O:10])[N:8]([CH2:11][C:12]2[CH:17]=[CH:16][C:15]([CH3:18])=[C:14]([CH3:19])[CH:13]=2)[C:7](=[O:20])[N:6]1[CH2:30][C:29]1[CH:32]=[CH:33][C:26]([O:25][CH3:24])=[CH:27][CH:28]=1, predict the reactants needed to synthesize it. The reactants are: [CH3:1][O:2][C:3](=[O:21])[CH2:4][CH:5]1[C:9](=[O:10])[N:8]([CH2:11][C:12]2[CH:17]=[CH:16][C:15]([CH3:18])=[C:14]([CH3:19])[CH:13]=2)[C:7](=[O:20])[NH:6]1.[H-].[Na+].[CH3:24][O:25][C:26]1[CH:33]=[CH:32][C:29]([CH2:30]Cl)=[CH:28][CH:27]=1. (9) Given the product [CH3:32][O:31][C:29]([C:10]1[CH:9]([C:4]2[CH:5]=[CH:6][C:7]([F:8])=[C:2]([F:1])[CH:3]=2)[N:14]([C:15](=[O:16])[NH:33][CH2:34][CH2:35][CH2:36][N:37]2[CH:41]=[CH:40][N:39]=[CH:38]2)[C:13](=[O:27])[NH:12][C:11]=1[CH3:28])=[O:30], predict the reactants needed to synthesize it. The reactants are: [F:1][C:2]1[CH:3]=[C:4]([CH:9]2[N:14]([C:15](OC3C=CC([N+]([O-])=O)=CC=3)=[O:16])[C:13](=[O:27])[NH:12][C:11]([CH3:28])=[C:10]2[C:29]([O:31][CH3:32])=[O:30])[CH:5]=[CH:6][C:7]=1[F:8].[NH2:33][CH2:34][CH2:35][CH2:36][N:37]1[CH:41]=[CH:40][N:39]=[CH:38]1. (10) Given the product [Cl:22][C:3]1[C:2]([Cl:1])=[CH:7][CH:6]=[C:5]([F:8])[C:4]=1[CH:9]([O:11][C:12]1[CH:17]=[CH:16][C:15]([NH2:18])=[CH:14][C:13]=1[F:21])[CH3:10], predict the reactants needed to synthesize it. The reactants are: [Cl:1][C:2]1[CH:7]=[CH:6][C:5]([F:8])=[C:4]([CH:9]([O:11][C:12]2[CH:17]=[CH:16][C:15]([N+:18]([O-])=O)=[CH:14][C:13]=2[F:21])[CH3:10])[C:3]=1[Cl:22].